From a dataset of Peptide-MHC class I binding affinity with 185,985 pairs from IEDB/IMGT. Regression. Given a peptide amino acid sequence and an MHC pseudo amino acid sequence, predict their binding affinity value. This is MHC class I binding data. (1) The peptide sequence is AELIDSFTW. The MHC is HLA-B39:01 with pseudo-sequence HLA-B39:01. The binding affinity (normalized) is 0.0847. (2) The MHC is HLA-A25:01 with pseudo-sequence HLA-A25:01. The binding affinity (normalized) is 0.0847. The peptide sequence is GHFPLQHAL.